Predict the reactants needed to synthesize the given product. From a dataset of Full USPTO retrosynthesis dataset with 1.9M reactions from patents (1976-2016). Given the product [CH3:41][N:42]([CH3:46])[CH2:43][C:44]#[C:45][C:2]1[CH:3]=[N:4][CH:5]=[C:6]([CH:30]=1)[C:7]([NH:9][C:10]1[CH:15]=[CH:14][C:13]([CH3:16])=[C:12]([NH:17][C:18]2[CH:19]=[C:20]3[C:25](=[CH:26][CH:27]=2)[N:24]=[CH:23][N:22]([CH3:28])[C:21]3=[O:29])[CH:11]=1)=[O:8], predict the reactants needed to synthesize it. The reactants are: Br[C:2]1[CH:3]=[N:4][CH:5]=[C:6]([CH:30]=1)[C:7]([NH:9][C:10]1[CH:15]=[CH:14][C:13]([CH3:16])=[C:12]([NH:17][C:18]2[CH:19]=[C:20]3[C:25](=[CH:26][CH:27]=2)[N:24]=[CH:23][N:22]([CH3:28])[C:21]3=[O:29])[CH:11]=1)=[O:8].CC#N.C(N(CC)CC)C.[CH3:41][N:42]([CH3:46])[CH2:43][C:44]#[CH:45].